This data is from Reaction yield outcomes from USPTO patents with 853,638 reactions. The task is: Predict the reaction yield, written as a fraction of the theoretical maximum amount of product (1.0 means a 100% yield; for example, 0.34 means a 34% yield). The reactants are [F:1][C:2]1[CH:7]=[C:6]([C:8]2[N:17]=[C:11]3[CH:12]=[C:13]([NH2:16])[CH:14]=[CH:15][N:10]3[N:9]=2)[CH:5]=[CH:4][N:3]=1.[CH2:18]([O:20][C:21]([C:23]1[CH:24]=[N:25][N:26]([CH3:31])[C:27]=1[C:28](O)=[O:29])=[O:22])[CH3:19]. No catalyst specified. The product is [CH2:18]([O:20][C:21]([C:23]1[CH:24]=[N:25][N:26]([CH3:31])[C:27]=1[C:28](=[O:29])[NH:16][C:13]1[CH:14]=[CH:15][N:10]2[N:9]=[C:8]([C:6]3[CH:5]=[CH:4][N:3]=[C:2]([F:1])[CH:7]=3)[N:17]=[C:11]2[CH:12]=1)=[O:22])[CH3:19]. The yield is 0.655.